Dataset: Catalyst prediction with 721,799 reactions and 888 catalyst types from USPTO. Task: Predict which catalyst facilitates the given reaction. Reactant: [CH3:1][CH:2]([CH3:30])[CH2:3][C@@H:4]([NH:18][C:19](=[O:29])[C@H:20]([CH2:22][C:23]1[CH:28]=[CH:27][CH:26]=[CH:25][CH:24]=1)[NH2:21])[B:5]1[O:9][C@H:8]2[CH2:10][C@@H:11]3[CH2:14][C@H:13]([C@:7]2([CH3:17])[O:6]1)[C:12]3([CH3:16])[CH3:15].[N:31]1[CH:36]=[CH:35][N:34]=[CH:33][C:32]=1[C:37](O)=[O:38].F[B-](F)(F)F.N1(OC(N(C)C)=[N+](C)C)C2C=CC=CC=2N=N1.C(N(C(C)C)CC)(C)C. Product: [CH3:1][CH:2]([CH3:30])[CH2:3][C@H:4]([NH:18][C:19](=[O:29])[C@H:20]([CH2:22][C:23]1[CH:24]=[CH:25][CH:26]=[CH:27][CH:28]=1)[NH:21][C:37]([C:32]1[CH:33]=[N:34][CH:35]=[CH:36][N:31]=1)=[O:38])[B:5]1[O:9][C@@H:8]2[CH2:10][C@@H:11]3[CH2:14][C@H:13]([C@:7]2([CH3:17])[O:6]1)[C:12]3([CH3:16])[CH3:15]. The catalyst class is: 145.